From a dataset of Forward reaction prediction with 1.9M reactions from USPTO patents (1976-2016). Predict the product of the given reaction. (1) Given the reactants [Li+].C[Si]([N-][Si](C)(C)C)(C)C.[CH2:11]([C:13]([CH:15]1[CH2:20][CH2:19][CH2:18][CH2:17][CH2:16]1)=[O:14])[CH3:12].[C:21]([O:28][CH2:29][CH3:30])(=[O:27])[C:22]([O:24]CC)=O, predict the reaction product. The product is: [CH2:29]([O:28][C:21](=[O:27])[C:22](=[O:24])[CH:11]([CH3:12])[C:13]([CH:15]1[CH2:20][CH2:19][CH2:18][CH2:17][CH2:16]1)=[O:14])[CH3:30]. (2) Given the reactants C(=O)([O-])[O-].[Na+].[Na+].C1(C)C=CC=CC=1.C(OP(O[CH2:23][C:24]1[O:28][N:27]=[C:26]([C:29]([O:31][CH2:32][CH3:33])=[O:30])[CH:25]=1)(OCC)=O)C.[S:34]1[CH:38]=[CH:37][CH:36]=[C:35]1B(O)O, predict the reaction product. The product is: [S:34]1[CH:38]=[CH:37][CH:36]=[C:35]1[CH2:23][C:24]1[O:28][N:27]=[C:26]([C:29]([O:31][CH2:32][CH3:33])=[O:30])[CH:25]=1.